From a dataset of NCI-60 drug combinations with 297,098 pairs across 59 cell lines. Regression. Given two drug SMILES strings and cell line genomic features, predict the synergy score measuring deviation from expected non-interaction effect. (1) Drug 1: CN(C)N=NC1=C(NC=N1)C(=O)N. Drug 2: CC1=C2C(C(=O)C3(C(CC4C(C3C(C(C2(C)C)(CC1OC(=O)C(C(C5=CC=CC=C5)NC(=O)OC(C)(C)C)O)O)OC(=O)C6=CC=CC=C6)(CO4)OC(=O)C)O)C)O. Cell line: SF-539. Synergy scores: CSS=29.4, Synergy_ZIP=-6.05, Synergy_Bliss=-7.04, Synergy_Loewe=-37.5, Synergy_HSA=-5.78. (2) Drug 1: CC1C(C(CC(O1)OC2CC(CC3=C2C(=C4C(=C3O)C(=O)C5=C(C4=O)C(=CC=C5)OC)O)(C(=O)CO)O)N)O.Cl. Drug 2: C1CC(=O)NC(=O)C1N2C(=O)C3=CC=CC=C3C2=O. Cell line: NCI-H460. Synergy scores: CSS=9.27, Synergy_ZIP=2.02, Synergy_Bliss=11.4, Synergy_Loewe=5.84, Synergy_HSA=7.60. (3) Drug 1: CC1=C(C=C(C=C1)NC(=O)C2=CC=C(C=C2)CN3CCN(CC3)C)NC4=NC=CC(=N4)C5=CN=CC=C5. Drug 2: CC1C(C(CC(O1)OC2CC(OC(C2O)C)OC3=CC4=CC5=C(C(=O)C(C(C5)C(C(=O)C(C(C)O)O)OC)OC6CC(C(C(O6)C)O)OC7CC(C(C(O7)C)O)OC8CC(C(C(O8)C)O)(C)O)C(=C4C(=C3C)O)O)O)O. Cell line: ACHN. Synergy scores: CSS=51.2, Synergy_ZIP=-0.548, Synergy_Bliss=-4.11, Synergy_Loewe=-21.3, Synergy_HSA=-2.72. (4) Drug 1: C1=CC=C(C=C1)NC(=O)CCCCCCC(=O)NO. Drug 2: CS(=O)(=O)OCCCCOS(=O)(=O)C. Cell line: MDA-MB-231. Synergy scores: CSS=7.48, Synergy_ZIP=-6.48, Synergy_Bliss=-3.46, Synergy_Loewe=-3.50, Synergy_HSA=-2.70. (5) Drug 1: CCCCC(=O)OCC(=O)C1(CC(C2=C(C1)C(=C3C(=C2O)C(=O)C4=C(C3=O)C=CC=C4OC)O)OC5CC(C(C(O5)C)O)NC(=O)C(F)(F)F)O. Drug 2: CC(C)CN1C=NC2=C1C3=CC=CC=C3N=C2N. Cell line: SW-620. Synergy scores: CSS=50.4, Synergy_ZIP=-4.83, Synergy_Bliss=-8.22, Synergy_Loewe=-3.02, Synergy_HSA=-4.21. (6) Drug 1: COC1=CC(=CC(=C1O)OC)C2C3C(COC3=O)C(C4=CC5=C(C=C24)OCO5)OC6C(C(C7C(O6)COC(O7)C8=CC=CS8)O)O. Drug 2: C1CN(P(=O)(OC1)NCCCl)CCCl. Cell line: SF-295. Synergy scores: CSS=52.2, Synergy_ZIP=0.261, Synergy_Bliss=1.46, Synergy_Loewe=-65.6, Synergy_HSA=2.08. (7) Drug 1: CC(C)(C#N)C1=CC(=CC(=C1)CN2C=NC=N2)C(C)(C)C#N. Drug 2: C1CN(P(=O)(OC1)NCCCl)CCCl. Cell line: PC-3. Synergy scores: CSS=-7.75, Synergy_ZIP=5.68, Synergy_Bliss=2.46, Synergy_Loewe=-3.64, Synergy_HSA=-3.93.